From a dataset of Catalyst prediction with 721,799 reactions and 888 catalyst types from USPTO. Predict which catalyst facilitates the given reaction. (1) Product: [CH3:15][O:12][C:11](=[O:13])[CH2:10][C:8]1[S:9][C:5]([C:3](=[O:4])[CH2:2][Cl:1])=[CH:6][CH:7]=1. Reactant: [Cl:1][CH2:2][C:3]([C:5]1[S:9][C:8]([CH2:10][C:11]([OH:13])=[O:12])=[CH:7][CH:6]=1)=[O:4].Cl.[C:15](=O)(O)[O-].[Na+]. The catalyst class is: 5. (2) Reactant: [CH2:1]([N:8]([CH2:31][CH2:32][OH:33])[CH2:9][C@@H:10]([C:19]1[CH:20]=[CH:21][C:22]([Cl:30])=[C:23]([NH:25][S:26]([CH3:29])(=[O:28])=[O:27])[CH:24]=1)[O:11][Si:12]([CH2:17][CH3:18])([CH2:15][CH3:16])[CH2:13][CH3:14])[C:2]1[CH:7]=[CH:6][CH:5]=[CH:4][CH:3]=1.C(N(CC)CC)C.[CH3:41][C:42]([O:45][C:46](O[C:46]([O:45][C:42]([CH3:44])([CH3:43])[CH3:41])=[O:47])=[O:47])([CH3:44])[CH3:43]. Product: [CH2:1]([N:8]([CH2:31][CH2:32][OH:33])[CH2:9][C@@H:10]([C:19]1[CH:20]=[CH:21][C:22]([Cl:30])=[C:23]([N:25]([S:26]([CH3:29])(=[O:28])=[O:27])[C:46](=[O:47])[O:45][C:42]([CH3:44])([CH3:43])[CH3:41])[CH:24]=1)[O:11][Si:12]([CH2:13][CH3:14])([CH2:15][CH3:16])[CH2:17][CH3:18])[C:2]1[CH:7]=[CH:6][CH:5]=[CH:4][CH:3]=1. The catalyst class is: 1.